Dataset: Reaction yield outcomes from USPTO patents with 853,638 reactions. Task: Predict the reaction yield, written as a fraction of the theoretical maximum amount of product (1.0 means a 100% yield; for example, 0.34 means a 34% yield). (1) The reactants are [CH2:1]([O:8][C:9]([NH:11]/[C:12](=[CH:17]\[C:18]1[S:19][CH:20]=[C:21]([Br:23])[CH:22]=1)/[C:13]([O:15][CH3:16])=[O:14])=[O:10])[C:2]1[CH:7]=[CH:6][CH:5]=[CH:4][CH:3]=1.C(N(CC)CC)C.[NH2:31][C:32]1[CH:37]=[CH:36][CH:35]=[CH:34][C:33]=1[SH:38]. The catalyst is CO. The product is [NH2:31][C:32]1[CH:37]=[CH:36][CH:35]=[CH:34][C:33]=1[S:38][CH:17]([C:18]1[S:19][CH:20]=[C:21]([Br:23])[CH:22]=1)[C@@H:12]([C:13]([O:15][CH3:16])=[O:14])[NH:11][C:9]([O:8][CH2:1][C:2]1[CH:7]=[CH:6][CH:5]=[CH:4][CH:3]=1)=[O:10]. The yield is 0.460. (2) The reactants are [CH2:1]([C:4]([NH:23][C:24]([O:26][C:27]([CH3:30])([CH3:29])[CH3:28])=[O:25])([CH2:10][CH2:11][CH2:12][CH2:13][B:14]1[O:18][C:17]([CH3:20])([CH3:19])[C:16]([CH3:22])([CH3:21])[O:15]1)[C:5]([O:7][CH2:8][CH3:9])=[O:6])[CH:2]=[CH2:3].[CH3:31][Si]([N-][Si](C)(C)C)(C)C.[Na+].CI. The catalyst is C1COCC1. The product is [CH2:1]([C:4]([N:23]([C:24]([O:26][C:27]([CH3:29])([CH3:28])[CH3:30])=[O:25])[CH3:31])([CH2:10][CH2:11][CH2:12][CH2:13][B:14]1[O:18][C:17]([CH3:20])([CH3:19])[C:16]([CH3:21])([CH3:22])[O:15]1)[C:5]([O:7][CH2:8][CH3:9])=[O:6])[CH:2]=[CH2:3]. The yield is 0.790. (3) The reactants are C[O:2][C:3]([C:5]1[CH:10]=[CH:9][C:8]([CH:11]2[CH2:13][CH2:12]2)=[C:7]([NH:14][C:15]2[CH:20]=[CH:19][C:18]([Cl:21])=[CH:17][C:16]=2[Cl:22])[N:6]=1)=[O:4].O.[OH-].[Li+]. The catalyst is C1COCC1.O. The product is [CH:11]1([C:8]2[CH:9]=[CH:10][C:5]([C:3]([OH:4])=[O:2])=[N:6][C:7]=2[NH:14][C:15]2[CH:20]=[CH:19][C:18]([Cl:21])=[CH:17][C:16]=2[Cl:22])[CH2:12][CH2:13]1. The yield is 0.100. (4) The reactants are COC1C=C(C=CC=1OC)C[NH:7][C:8]1[N:13]2[N:14]=[C:15]([C:17]3[O:18][CH:19]=[CH:20][CH:21]=3)[N:16]=[C:12]2[CH:11]=[C:10]([C:22]2[CH:27]=[CH:26][C:25]([CH:28]=[O:29])=[CH:24][CH:23]=2)[N:9]=1.C(C1C(=O)C(Cl)=C(Cl)C(=O)C=1C#N)#N. The catalyst is C(OCC)(=O)C. The product is [NH2:7][C:8]1[N:13]2[N:14]=[C:15]([C:17]3[O:18][CH:19]=[CH:20][CH:21]=3)[N:16]=[C:12]2[CH:11]=[C:10]([C:22]2[CH:27]=[CH:26][C:25]([CH:28]=[O:29])=[CH:24][CH:23]=2)[N:9]=1. The yield is 0.910. (5) The reactants are Cl.C([N:9]1[CH2:14][CH2:13][CH:12]([C:15]([O:17][CH2:18][CH3:19])=[O:16])[C:11](=[O:20])[CH2:10]1)C1C=CC=CC=1.C(N(CC)CC)C.[C:36](O[C:36]([O:38][C:39]([CH3:42])([CH3:41])[CH3:40])=[O:37])([O:38][C:39]([CH3:42])([CH3:41])[CH3:40])=[O:37]. The catalyst is C(O)C.[Pd]. The product is [O:20]=[C:11]1[CH:12]([C:15]([O:17][CH2:18][CH3:19])=[O:16])[CH2:13][CH2:14][N:9]([C:36]([O:38][C:39]([CH3:40])([CH3:41])[CH3:42])=[O:37])[CH2:10]1. The yield is 0.940.